Dataset: Full USPTO retrosynthesis dataset with 1.9M reactions from patents (1976-2016). Task: Predict the reactants needed to synthesize the given product. (1) Given the product [CH2:1]([N:8]1[CH2:13][CH2:12][N:11]([C:14]([C:16]2[CH:20]=[C:19]([CH3:21])[N:18]([C:22]3[CH:27]=[CH:26][CH:25]=[CH:24][CH:23]=3)[C:17]=2[C:52]2[CH:51]=[CH:35][CH:34]=[CH:10][CH:9]=2)=[O:15])[CH:10]([CH2:34][CH2:35][NH:40][CH:37]([CH3:39])[CH3:38])[CH2:9]1)[C:22]1[CH:27]=[CH:26][CH:25]=[CH:24][CH:23]=1, predict the reactants needed to synthesize it. The reactants are: [CH2:1]([N:8]1[CH2:13][CH2:12][N:11]([C:14]([C:16]2[CH:20]=[C:19]([CH3:21])[N:18]([C:22]3[CH:27]=[CH:26][CH:25]=[CH:24][CH:23]=3)[C:17]=2C2C=CC=CC=2)=[O:15])[CH:10]([CH2:34][CH:35]=O)[CH2:9]1)C1C=CC=CC=1.[CH:37]([NH2:40])([CH3:39])[CH3:38].C(O[BH-](O[C:51](=O)[CH3:52])OC(=O)C)(=O)C.[Na+].C(=O)(O)[O-].[Na+]. (2) Given the product [N:43]1([CH2:48][CH2:49][N:50]2[C:58]3[C:53](=[CH:54][CH:55]=[CH:56][CH:57]=3)[C:52]([C:59]3[O:63][N:62]=[C:61]([CH2:64][NH:65][C:1](=[O:9])[C:2]4[CH:3]=[CH:4][CH:5]=[CH:6][CH:7]=4)[N:60]=3)=[N:51]2)[CH:47]=[CH:46][N:45]=[CH:44]1, predict the reactants needed to synthesize it. The reactants are: [C:1]([OH:9])(=O)[C:2]1[CH:7]=[CH:6][CH:5]=[CH:4][CH:3]=1.CN(C(ON1N=NC2C=CC=NC1=2)=[N+](C)C)C.F[P-](F)(F)(F)(F)F.C(N(C(C)C)CC)(C)C.[N:43]1([CH2:48][CH2:49][N:50]2[C:58]3[C:53](=[CH:54][CH:55]=[CH:56][CH:57]=3)[C:52]([C:59]3[O:63][N:62]=[C:61]([CH2:64][NH2:65])[N:60]=3)=[N:51]2)[CH:47]=[CH:46][N:45]=[CH:44]1. (3) Given the product [CH3:42][O:41][C:34]1[CH:35]=[C:36]([O:39][CH3:40])[CH:37]=[CH:38][C:33]=1[CH2:32][NH:31][C:30]1[C:25]2[CH:24]=[CH:23][N:22]([C@@H:20]3[CH2:21][C@H:17]([CH2:16][NH:15][CH:46]4[CH2:47][CH:48]([CH2:50][CH2:51][C:52]([O:54][CH2:55][CH3:56])=[O:53])[CH2:49]4)[C@@H:18]([OH:44])[C@H:19]3[OH:43])[C:26]=2[N:27]=[CH:28][N:29]=1, predict the reactants needed to synthesize it. The reactants are: C(O[BH-](OC(=O)C)OC(=O)C)(=O)C.[Na+].[NH2:15][CH2:16][C@H:17]1[CH2:21][C@@H:20]([N:22]2[C:26]3[N:27]=[CH:28][N:29]=[C:30]([NH:31][CH2:32][C:33]4[CH:38]=[CH:37][C:36]([O:39][CH3:40])=[CH:35][C:34]=4[O:41][CH3:42])[C:25]=3[CH:24]=[CH:23]2)[C@H:19]([OH:43])[C@@H:18]1[OH:44].O=[C:46]1[CH2:49][CH:48]([CH2:50][CH2:51][C:52]([O:54][CH2:55][CH3:56])=[O:53])[CH2:47]1.C(O)(=O)C.C([O-])(O)=O.[Na+].